Dataset: Reaction yield outcomes from USPTO patents with 853,638 reactions. Task: Predict the reaction yield, written as a fraction of the theoretical maximum amount of product (1.0 means a 100% yield; for example, 0.34 means a 34% yield). The reactants are [CH2:1]([N:5]([S:15]([C:18]1[CH:23]=[CH:22][C:21]([N+:24]([O-:26])=[O:25])=[CH:20][CH:19]=1)(=[O:17])=[O:16])[C@H:6]([C:12]([OH:14])=[O:13])[CH2:7][CH2:8][CH2:9][CH2:10][NH2:11])[CH:2]([CH3:4])[CH3:3].[N:27]1[CH:32]=[CH:31][CH:30]=[C:29](/[CH:33]=[CH:34]/[C:35](O)=[O:36])[CH:28]=1. No catalyst specified. The product is [CH2:1]([N:5]([S:15]([C:18]1[CH:23]=[CH:22][C:21]([N+:24]([O-:26])=[O:25])=[CH:20][CH:19]=1)(=[O:17])=[O:16])[C@H:6]([C:12]([OH:14])=[O:13])[CH2:7][CH2:8][CH2:9][CH2:10][NH:11][C:35](=[O:36])/[CH:34]=[CH:33]/[C:29]1[CH:28]=[N:27][CH:32]=[CH:31][CH:30]=1)[CH:2]([CH3:4])[CH3:3]. The yield is 0.600.